Dataset: Full USPTO retrosynthesis dataset with 1.9M reactions from patents (1976-2016). Task: Predict the reactants needed to synthesize the given product. (1) Given the product [Cl:18][CH2:14][C@@H:11]1[CH2:12][CH2:13][N:9]([C@H:7]([C:1]2[CH:6]=[CH:5][CH:4]=[CH:3][CH:2]=2)[CH3:8])[CH2:10]1, predict the reactants needed to synthesize it. The reactants are: [C:1]1([C@@H:7]([N:9]2[CH2:13][CH2:12][C@@H:11]([CH2:14]O)[CH2:10]2)[CH3:8])[CH:6]=[CH:5][CH:4]=[CH:3][CH:2]=1.S(Cl)([Cl:18])=O. (2) Given the product [ClH:24].[CH3:1][O:2][C:3](=[O:23])[CH2:4][CH2:5][CH2:6][C:7]1[N:8]([CH3:9])[C:10]2[CH:15]=[CH:14][C:13]([NH2:16])=[CH:12][C:11]=2[N:19]=1, predict the reactants needed to synthesize it. The reactants are: [CH3:1][O:2][C:3](=[O:23])[CH2:4][CH2:5][CH2:6][C:7](=O)[N:8]([C:10]1[CH:15]=[CH:14][C:13]([N+:16]([O-])=O)=[CH:12][C:11]=1[N+:19]([O-])=O)[CH3:9].[ClH:24]. (3) Given the product [F:33][C:34]([F:39])([F:38])[CH2:35][CH2:36][NH:37][C:3]([C:4]1[CH:10]=[C:11]([C:13]2[CH:18]=[C:17]([O:19][CH3:20])[CH:16]=[CH:15][C:14]=2[O:21][CH3:22])[N:29]([CH2:28][CH2:27][C:26]2[CH:30]=[CH:31][CH:32]=[C:24]([F:23])[CH:25]=2)[C:5]=1[CH3:6])=[O:2], predict the reactants needed to synthesize it. The reactants are: C[O:2][C:3](=O)[CH2:4][C:5](=O)[CH3:6].Br[CH2:10][C:11]([C:13]1[CH:18]=[C:17]([O:19][CH3:20])[CH:16]=[CH:15][C:14]=1[O:21][CH3:22])=O.[F:23][C:24]1[CH:25]=[C:26]([CH:30]=[CH:31][CH:32]=1)[CH2:27][CH2:28][NH2:29].[F:33][C:34]([F:39])([F:38])[CH2:35][CH2:36][NH2:37].